This data is from Catalyst prediction with 721,799 reactions and 888 catalyst types from USPTO. The task is: Predict which catalyst facilitates the given reaction. (1) Reactant: [N:1]([CH2:4][C@@H:5]([NH:13][C:14]([C:16]1[S:32][C:19]2=[N:20][C:21]3[CH2:22][CH2:23][CH:24]([C:28]([CH3:31])([CH3:30])[CH3:29])[CH2:25][C:26]=3[CH:27]=[C:18]2[CH:17]=1)=[O:15])[C:6]1[CH:11]=[CH:10][CH:9]=[C:8](Br)[CH:7]=1)=[N+]=[N-].[N:33]1[C:42]2[C:37](=[CH:38][CH:39]=[CH:40][C:41]=2B(O)O)[CH:36]=[CH:35][CH:34]=1.C1C=CC(P(C2C=CC=CC=2)C2C=CC=CC=2)=CC=1.C([O-])([O-])=O.[Na+].[Na+]. Product: [NH2:1][CH2:4][C@@H:5]([NH:13][C:14]([C:16]1[S:32][C:19]2=[N:20][C:21]3[CH2:22][CH2:23][CH:24]([C:28]([CH3:31])([CH3:30])[CH3:29])[CH2:25][C:26]=3[CH:27]=[C:18]2[CH:17]=1)=[O:15])[C:6]1[CH:11]=[CH:10][CH:9]=[C:8]([C:41]2[CH:40]=[CH:39][CH:38]=[C:37]3[C:42]=2[N:33]=[CH:34][CH:35]=[CH:36]3)[CH:7]=1. The catalyst class is: 104. (2) Reactant: [CH3:1][C:2](O)([CH3:10])[CH2:3][C:4]1[CH:9]=[CH:8][CH:7]=[CH:6][CH:5]=1.[C:12](#[N:14])[CH3:13].S(=O)(=O)(O)[OH:16].[OH-].[Na+]. Product: [CH3:1][C:2]([NH:14][C:12](=[O:16])[CH3:13])([CH3:10])[CH2:3][C:4]1[CH:9]=[CH:8][CH:7]=[CH:6][CH:5]=1. The catalyst class is: 15.